From a dataset of Catalyst prediction with 721,799 reactions and 888 catalyst types from USPTO. Predict which catalyst facilitates the given reaction. (1) Reactant: [CH3:1][C:2]1[CH:7]=[C:6]([C:8]2[CH:9]=[C:10]([NH2:17])[CH:11]=[C:12]([N+:14]([O-])=O)[CH:13]=2)[CH:5]=[CH:4][N:3]=1. Product: [CH3:1][C:2]1[CH:7]=[C:6]([C:8]2[CH:13]=[C:12]([NH2:14])[CH:11]=[C:10]([NH2:17])[CH:9]=2)[CH:5]=[CH:4][N:3]=1. The catalyst class is: 19. (2) Product: [CH2:6]([O:5][C:3]([NH:13][C@@H:14]([CH2:19][C:20]1[CH:25]=[CH:24][CH:23]=[CH:22][CH:21]=1)[C@@H:15]1[O:18][CH2:16]1)=[O:4])[C:7]1[CH:12]=[CH:11][CH:10]=[CH:9][CH:8]=1. The catalyst class is: 8. Reactant: [OH-].[K+].[C:3]([NH:13][C@@H:14]([CH2:19][C:20]1[CH:25]=[CH:24][CH:23]=[CH:22][CH:21]=1)[C@H:15]([OH:18])[CH2:16]Cl)([O:5][CH2:6][C:7]1[CH:12]=[CH:11][CH:10]=[CH:9][CH:8]=1)=[O:4]. (3) Reactant: [F:1][C:2]1[CH:7]=[CH:6][C:5]([C:8]([N+]([O-])=O)=[CH:9][C:10]2[CH:15]=[CH:14][C:13]([F:16])=[CH:12][CH:11]=2)=[CH:4][CH:3]=1.[N+:20]([CH2:22][C:23]([O:25][CH2:26][CH3:27])=[O:24])#[C-:21].C1CCN2C(=NCCC2)CC1. Product: [CH2:26]([O:25][C:23]([C:22]1[NH:20][CH:21]=[C:9]([C:10]2[CH:15]=[CH:14][C:13]([F:16])=[CH:12][CH:11]=2)[C:8]=1[C:5]1[CH:6]=[CH:7][C:2]([F:1])=[CH:3][CH:4]=1)=[O:24])[CH3:27]. The catalyst class is: 1. (4) Reactant: Cl[C:2]([O:4][CH2:5][Cl:6])=[O:3].Cl.[CH2:8]([O:15][C:16](=[O:20])[C@H:17]([CH3:19])[NH2:18])[C:9]1[CH:14]=[CH:13][CH:12]=[CH:11][CH:10]=1.CCN(CC)CC. Product: [CH2:8]([O:15][C:16](=[O:20])[C@@H:17]([NH:18][C:2]([O:4][CH2:5][Cl:6])=[O:3])[CH3:19])[C:9]1[CH:14]=[CH:13][CH:12]=[CH:11][CH:10]=1. The catalyst class is: 2. (5) Reactant: [Cl:1][C:2]1[CH:30]=[C:29]([O:31][CH2:32][CH2:33][CH2:34][CH2:35][CH3:36])[CH:28]=[CH:27][C:3]=1[CH2:4][N:5]1[C:9]2[CH:10]=[C:11]([O:15][CH2:16][CH2:17][CH2:18][C:19]([O:21]CC)=[O:20])[CH:12]=[C:13]([CH3:14])[C:8]=2[N:7]=[C:6]1[O:24][CH2:25][CH3:26].[OH-].[Na+].Cl. Product: [Cl:1][C:2]1[CH:30]=[C:29]([O:31][CH2:32][CH2:33][CH2:34][CH2:35][CH3:36])[CH:28]=[CH:27][C:3]=1[CH2:4][N:5]1[C:9]2[CH:10]=[C:11]([O:15][CH2:16][CH2:17][CH2:18][C:19]([OH:21])=[O:20])[CH:12]=[C:13]([CH3:14])[C:8]=2[N:7]=[C:6]1[O:24][CH2:25][CH3:26]. The catalyst class is: 8. (6) Reactant: ClC1[N:7]=[CH:6][N:5]=[C:4]([O:8][CH:9]2[CH2:14][CH2:13][N:12]([C:15]([O:17][CH:18]([CH3:20])[CH3:19])=[O:16])[CH2:11][CH2:10]2)C=1OC.[Si]([O:40][CH2:41][C:42]1[N:47]=CC(N)=C(C)[CH:43]=1)(C(C)(C)C)(C1C=CC=CC=1)C1C=CC=CC=1.[CH2:65]([N:64]1[CH2:63][CH2:62]N2[CH2:62][CH2:63][N:64]([CH2:65][CH:66]([CH3:68])[CH3:67])P1[N:64]([CH2:65][CH:66]([CH3:68])[CH3:67])[CH2:63][CH2:62]2)[CH:66]([CH3:68])[CH3:67].O.C1C[O:77][CH2:76]C1. Product: [OH:40][CH2:41][C:42]1[N:47]=[C:65]([NH:64][C:63]2[N:7]=[CH:6][NH:5][C:4]([O:77][CH3:76])([O:8][CH:9]3[CH2:10][CH2:11][N:12]([C:15]([O:17][CH:18]([CH3:19])[CH3:20])=[O:16])[CH2:13][CH2:14]3)[CH:62]=2)[C:66]([CH3:67])=[CH:68][CH:43]=1. The catalyst class is: 318.